From a dataset of Catalyst prediction with 721,799 reactions and 888 catalyst types from USPTO. Predict which catalyst facilitates the given reaction. (1) Reactant: O.[NH2:2][NH2:3].O=[C:5]([CH2:11][C:12](=O)[CH3:13])[C:6]([O:8][CH2:9][CH3:10])=[O:7]. Product: [CH2:9]([O:8][C:6]([C:5]1[CH:11]=[C:12]([CH3:13])[NH:3][N:2]=1)=[O:7])[CH3:10]. The catalyst class is: 14. (2) Reactant: [NH2:1][C:2]([NH2:4])=[S:3].Br[CH2:6][C:7](=O)[C:8]([F:11])([F:10])[F:9]. Product: [F:9][C:8]([F:11])([F:10])[C:7]1[N:1]=[C:2]([NH2:4])[S:3][CH:6]=1. The catalyst class is: 8. (3) Reactant: C(OC(=O)[NH:7][CH2:8][C:9]1[CH:14]=[C:13]([NH:15][CH:16]([C:29]2[CH:34]=[C:33]([CH2:35][CH3:36])[CH:32]=[C:31]([O:37][CH2:38][CH2:39][OH:40])[C:30]=2[F:41])[C:17]2[NH:21][C:20](=[O:22])[N:19]([C:23]3[N:28]=[CH:27][CH:26]=[CH:25][N:24]=3)[N:18]=2)[CH:12]=[CH:11][C:10]=1[C:42]#[N:43])(C)(C)C.ClCCl.C(OCC)(=O)C.Cl. Product: [CH2:35]([C:33]1[CH:32]=[C:31]([O:37][CH2:38][CH2:39][OH:40])[C:30]([F:41])=[C:29]([CH:16]([NH:15][C:13]2[CH:14]=[C:9]3[C:10](=[CH:11][CH:12]=2)[C:42](=[NH:43])[NH:7][CH2:8]3)[C:17]2[NH:21][C:20](=[O:22])[N:19]([C:23]3[N:24]=[CH:25][CH:26]=[CH:27][N:28]=3)[N:18]=2)[CH:34]=1)[CH3:36]. The catalyst class is: 11. (4) Reactant: C([N-]C(C)C)(C)C.[Li+].[CH2:9]([O:11][C:12](=[O:23])[CH2:13][NH:14][CH2:15][C:16]([O:18][C:19]([CH3:22])([CH3:21])[CH3:20])=[O:17])[CH3:10].Br[CH2:25][C:26]1[CH:31]=[CH:30][CH:29]=[CH:28][C:27]=1[I:32]. Product: [C:19]([O:18][C:16]([CH2:15][NH:14][CH:13]([CH2:25][C:26]1[CH:31]=[CH:30][CH:29]=[CH:28][C:27]=1[I:32])[C:12]([O:11][CH2:9][CH3:10])=[O:23])=[O:17])([CH3:22])([CH3:21])[CH3:20]. The catalyst class is: 7. (5) Reactant: [OH:1][C@H:2]1[C@H:6]2[O:7][CH2:8][C@@H:9]([O:10][C:11](=[O:25])[CH2:12][CH2:13][CH2:14][C@H:15]([O:21][N+:22]([O-:24])=[O:23])[CH2:16][O:17][N+:18]([O-:20])=[O:19])[C@H:5]2[O:4][CH2:3]1.CCN(CC)CC.Cl[C:34]([O:36][C:37]1[CH:42]=[CH:41][C:40]([N+:43]([O-:45])=[O:44])=[CH:39][CH:38]=1)=[O:35]. Product: [N+:43]([C:40]1[CH:41]=[CH:42][C:37]([O:36][C:34]([O:1][C@H:2]2[C@H:6]3[O:7][CH2:8][C@@H:9]([O:10][C:11](=[O:25])[CH2:12][CH2:13][CH2:14][C@H:15]([O:21][N+:22]([O-:24])=[O:23])[CH2:16][O:17][N+:18]([O-:20])=[O:19])[C@H:5]3[O:4][CH2:3]2)=[O:35])=[CH:38][CH:39]=1)([O-:45])=[O:44]. The catalyst class is: 1. (6) Reactant: [Cl:1][C:2]1[CH:9]=[CH:8][C:5]([C:6]#[N:7])=[C:4]([CH3:10])[CH:3]=1.[CH2:11]([Mg]Br)[CH:12]([CH3:14])[CH3:13]. Product: [Cl:1][C:2]1[CH:9]=[CH:8][C:5]([CH:6]([NH2:7])[CH2:11][CH:12]([CH3:14])[CH3:13])=[C:4]([CH3:10])[CH:3]=1. The catalyst class is: 1. (7) Reactant: C1(C)C=CC=CC=1.C(=O)([O-])[O-].[Na+].[Na+].Br[C:15]1[CH:16]=[C:17]([O:21][CH2:22][CH3:23])[CH:18]=[CH:19][CH:20]=1.[OH:24][CH2:25][C:26]1[CH:31]=[CH:30][C:29](B(O)O)=[CH:28][CH:27]=1. Product: [CH2:22]([O:21][C:17]1[CH:16]=[C:15]([C:29]2[CH:30]=[CH:31][C:26]([CH2:25][OH:24])=[CH:27][CH:28]=2)[CH:20]=[CH:19][CH:18]=1)[CH3:23]. The catalyst class is: 461. (8) Reactant: [C:1]1([S:7]([CH2:10][C:11]2[C:16]([C:17]([O:19][CH2:20][CH3:21])=[O:18])=[C:15]([O:22][CH3:23])[C:14](Br)=[CH:13][CH:12]=2)(=[O:9])=[O:8])[CH:6]=[CH:5][CH:4]=[CH:3][CH:2]=1.C(Cl)Cl.[Br-].[CH2:29]([Zn+])[CH2:30][CH3:31]. Product: [C:1]1([S:7]([CH2:10][C:11]2[C:16]([C:17]([O:19][CH2:20][CH3:21])=[O:18])=[C:15]([O:22][CH3:23])[C:14]([CH2:29][CH2:30][CH3:31])=[CH:13][CH:12]=2)(=[O:9])=[O:8])[CH:6]=[CH:5][CH:4]=[CH:3][CH:2]=1. The catalyst class is: 356.